This data is from Catalyst prediction with 721,799 reactions and 888 catalyst types from USPTO. The task is: Predict which catalyst facilitates the given reaction. (1) Reactant: Cl[CH2:2][C:3]1[N:4]([CH:27]([CH3:29])[CH3:28])[C:5]2[CH:10]=[C:9]([NH:11][C:12]3[CH:17]=[CH:16][N:15]=[C:14]([N:18]4[CH2:23][CH2:22][CH:21]([O:24][CH3:25])[CH2:20][CH2:19]4)[N:13]=3)[N:8]=[CH:7][C:6]=2[N:26]=1.CC([O-])=[O:32].[K+]. Product: [CH:27]([N:4]1[C:5]2[CH:10]=[C:9]([NH:11][C:12]3[CH:17]=[CH:16][N:15]=[C:14]([N:18]4[CH2:23][CH2:22][CH:21]([O:24][CH3:25])[CH2:20][CH2:19]4)[N:13]=3)[N:8]=[CH:7][C:6]=2[N:26]=[C:3]1[CH2:2][OH:32])([CH3:28])[CH3:29]. The catalyst class is: 3. (2) Reactant: [C:1]1([N:7]2[C:12](=[O:13])[C:11]3[S:14][CH:15]=[C:16]([C:17]4[CH:22]=[CH:21][CH:20]=[CH:19][CH:18]=4)[C:10]=3[N:9]=[CH:8]2)[CH:6]=[CH:5][CH:4]=[CH:3][CH:2]=1.N[C:24]1C(C2C=CC=CC=2)=CS[C:25]=1C(OC)=O.C(OCC)(OCC)OCC.C1(N)CCCCCCC1. Product: [CH:1]1([N:7]2[C:12](=[O:13])[C:11]3[S:14][CH:15]=[C:16]([C:17]4[CH:22]=[CH:21][CH:20]=[CH:19][CH:18]=4)[C:10]=3[N:9]=[CH:8]2)[CH2:2][CH2:25][CH2:24][CH2:3][CH2:4][CH2:5][CH2:6]1. The catalyst class is: 15.